From a dataset of Full USPTO retrosynthesis dataset with 1.9M reactions from patents (1976-2016). Predict the reactants needed to synthesize the given product. (1) Given the product [CH3:21][C:9]1[N:8]([C:7]2[CH:6]=[CH:5][C:4]([O:22][C:24]3[CH:29]=[CH:28][CH:27]=[C:26]([S:30]([CH3:33])(=[O:32])=[O:31])[CH:25]=3)=[CH:3][C:2]=2[CH3:1])[C:12]2[CH:13]=[CH:14][CH:15]=[C:16]([C:17]([F:20])([F:19])[F:18])[C:11]=2[N:10]=1, predict the reactants needed to synthesize it. The reactants are: [CH3:1][C:2]1[CH:3]=[C:4]([OH:22])[CH:5]=[CH:6][C:7]=1[N:8]1[C:12]2[CH:13]=[CH:14][CH:15]=[C:16]([C:17]([F:20])([F:19])[F:18])[C:11]=2[N:10]=[C:9]1[CH3:21].Br[C:24]1[CH:29]=[CH:28][CH:27]=[C:26]([S:30]([CH3:33])(=[O:32])=[O:31])[CH:25]=1. (2) Given the product [CH3:1][O:2][C:3](=[O:25])[CH2:4][C:5]1[CH:10]=[C:9]([Br:11])[C:8]([O:12][C:13]2[CH:14]=[C:15]([CH:21]([CH3:23])[CH3:22])[C:16]([O:19][CH3:20])=[CH:17][C:18]=2[C:32](=[O:33])[C:29]2[CH:30]=[CH:31][C:26]([CH3:35])=[CH:27][CH:28]=2)=[C:7]([Br:24])[CH:6]=1, predict the reactants needed to synthesize it. The reactants are: [CH3:1][O:2][C:3](=[O:25])[CH2:4][C:5]1[CH:10]=[C:9]([Br:11])[C:8]([O:12][C:13]2[CH:18]=[CH:17][C:16]([O:19][CH3:20])=[C:15]([CH:21]([CH3:23])[CH3:22])[CH:14]=2)=[C:7]([Br:24])[CH:6]=1.[C:26]1([CH3:35])[CH:31]=[CH:30][C:29]([C:32](Cl)=[O:33])=[CH:28][CH:27]=1. (3) Given the product [NH2:8][C:9]1[S:10][C:11]2[CH:17]=[C:16]([S:18]([CH:21]3[CH2:11][CH2:12][N:13]([C:41]([O:42][C:32]([CH3:31])([CH3:33])[CH3:37])=[O:44])[CH2:9]3)(=[O:19])=[O:20])[CH:15]=[CH:14][C:12]=2[N:13]=1, predict the reactants needed to synthesize it. The reactants are: ClC1C=CC(C2CC2)=CC=1C(NC(=O)[NH:8][C:9]1[S:10][C:11]2[CH:17]=[C:16]([S:18]([CH3:21])(=[O:20])=[O:19])[CH:15]=[CH:14][C:12]=2[N:13]=1)=O.C1C=C(Cl)[CH:33]=[C:32]([C:37](OO)=O)[CH:31]=1.[C:41](=[O:44])(O)[O-:42].[Na+]. (4) Given the product [CH3:32][N:2]([CH3:1])[C:3](=[O:31])[O:4][C:5]1[CH:10]=[CH:9][CH:8]=[CH:7][C:6]=1[O:29][CH3:30], predict the reactants needed to synthesize it. The reactants are: [CH3:1][N:2]([CH3:32])[C:3](=[O:31])[O:4][C:5]1[CH:10]=[CH:9][C:8](/C=C/C(=O)CC(=O)/C=C/C2C=CC(O)=C(OC)C=2)=[CH:7][C:6]=1[O:29][CH3:30].BrCCO.C([O-])([O-])=O.[K+].[K+].